From a dataset of Full USPTO retrosynthesis dataset with 1.9M reactions from patents (1976-2016). Predict the reactants needed to synthesize the given product. (1) Given the product [F:33][C:31]([F:34])([F:32])[C:26]1[CH:27]=[CH:28][CH:29]=[CH:30][C:25]=1[CH2:24][C:23]1[C:3]2[C:39](=[O:42])[N:5]([C:12]3[CH:17]=[CH:16][CH:15]=[C:14]([C:18]([F:20])([F:19])[F:21])[CH:13]=3)[C:6]3[N:7]=[CH:8][CH:9]=[CH:10][C:11]=3[C:2]=2[NH:38][N:37]=1, predict the reactants needed to synthesize it. The reactants are: O[C:2]1[C:11]2[C:6](=[N:7][CH:8]=[CH:9][CH:10]=2)[N:5]([C:12]2[CH:17]=[CH:16][CH:15]=[C:14]([C:18]([F:21])([F:20])[F:19])[CH:13]=2)C(=O)[C:3]=1[C:23](=O)[CH2:24][C:25]1[CH:30]=[CH:29][CH:28]=[CH:27][C:26]=1[C:31]([F:34])([F:33])[F:32].O.[NH2:37][NH2:38].[C:39](=[O:42])([O-])O.[Na+]. (2) The reactants are: [Cl:1][C:2]1[CH:7]=[CH:6][N:5]=[C:4]([CH2:8][NH:9][C:10]2[O:11][C:12]3[C:18]([O:19][CH3:20])=[CH:17][C:16]([C:21]([OH:23])=O)=[CH:15][C:13]=3[N:14]=2)[CH:3]=1.[F:24][CH2:25][CH:26]1[NH:31][CH2:30][C:29]([CH3:33])([CH3:32])[O:28][CH2:27]1.C(N(CC)C(C)C)(C)C.CN(C(ON1N=NC2C=CC=NC1=2)=[N+](C)C)C.F[P-](F)(F)(F)(F)F. Given the product [Cl:1][C:2]1[CH:7]=[CH:6][N:5]=[C:4]([CH2:8][NH:9][C:10]2[O:11][C:12]3[C:18]([O:19][CH3:20])=[CH:17][C:16]([C:21]([N:31]4[CH:26]([CH2:25][F:24])[CH2:27][O:28][C:29]([CH3:33])([CH3:32])[CH2:30]4)=[O:23])=[CH:15][C:13]=3[N:14]=2)[CH:3]=1, predict the reactants needed to synthesize it.